Dataset: Catalyst prediction with 721,799 reactions and 888 catalyst types from USPTO. Task: Predict which catalyst facilitates the given reaction. Reactant: [CH2:1]([O:3][C:4]1[CH:27]=[CH:26][C:7]([NH:8][CH:9]=[C:10]([C:24]#[N:25])[C:11]([NH:13][C:14]2[CH:19]=[C:18]([O:20][CH3:21])[C:17]([Cl:22])=[CH:16][C:15]=2[Cl:23])=O)=[CH:6][C:5]=1[F:28])[CH3:2].P(Cl)(Cl)(Cl)=O. Product: [Cl:23][C:15]1[CH:16]=[C:17]([Cl:22])[C:18]([O:20][CH3:21])=[CH:19][C:14]=1[NH:13][C:11]1[C:26]2[C:7](=[CH:6][C:5]([F:28])=[C:4]([O:3][CH2:1][CH3:2])[CH:27]=2)[N:8]=[CH:9][C:10]=1[C:24]#[N:25]. The catalyst class is: 382.